This data is from Catalyst prediction with 721,799 reactions and 888 catalyst types from USPTO. The task is: Predict which catalyst facilitates the given reaction. (1) Reactant: COC1C=CC(C[N:8]2[C:17]3[C:12](=[CH:13][CH:14]=[CH:15][CH:16]=3)[C:11]([CH3:24])([C:18]3[CH:23]=[CH:22][CH:21]=[CH:20][CH:19]=3)[N:10]([CH3:25])[C:9]2=[O:26])=CC=1.O. Product: [CH3:25][N:10]1[C:11]([CH3:24])([C:18]2[CH:19]=[CH:20][CH:21]=[CH:22][CH:23]=2)[C:12]2[C:17](=[CH:16][CH:15]=[CH:14][CH:13]=2)[NH:8][C:9]1=[O:26]. The catalyst class is: 617. (2) Reactant: [CH3:1][O:2][C:3]1[CH:4]=[C:5]([CH:9]=[CH:10][CH:11]=1)[C:6]([OH:8])=O.CN(C(ON1N=NC2C=CC=NC1=2)=[N+](C)C)C.F[P-](F)(F)(F)(F)F.CN1CCOCC1.[CH3:43][O:44][C:45]1[C:46]2[N:59]=[C:58]([NH2:60])[S:57][C:47]=2[C:48]([C:51]2[CH:56]=[CH:55][CH:54]=[CH:53][CH:52]=2)=[N:49][CH:50]=1. Product: [CH3:1][O:2][C:3]1[CH:4]=[C:5]([CH:9]=[CH:10][CH:11]=1)[C:6]([NH:60][C:58]1[S:57][C:47]2[C:48]([C:51]3[CH:52]=[CH:53][CH:54]=[CH:55][CH:56]=3)=[N:49][CH:50]=[C:45]([O:44][CH3:43])[C:46]=2[N:59]=1)=[O:8]. The catalyst class is: 1.